This data is from Reaction yield outcomes from USPTO patents with 853,638 reactions. The task is: Predict the reaction yield, written as a fraction of the theoretical maximum amount of product (1.0 means a 100% yield; for example, 0.34 means a 34% yield). (1) The reactants are [CH:1]([C:4]1[CH:13]=[CH:12][CH:11]=[C:10]2[C:5]=1[CH2:6][CH2:7][C:8]([NH2:17])([C:14]([OH:16])=[O:15])[CH2:9]2)([CH3:3])[CH3:2].C(N(CC)CC)C.[C:25](=O)([O:41]N1C(=O)CCC1=O)[O:26][CH2:27][CH:28]1[C:40]2[CH:39]=[CH:38][CH:37]=[CH:36][C:35]=2[C:34]2[C:29]1=[CH:30][CH:31]=[CH:32][CH:33]=2. The catalyst is C(#N)C.O. The product is [C:25]([CH:9]1[C:10]2[C:5](=[C:4]([CH:1]([CH3:3])[CH3:2])[CH:13]=[CH:12][CH:11]=2)[CH2:6][CH2:7][C:8]1([NH2:17])[C:14]([OH:16])=[O:15])([O:26][CH2:27][CH:28]1[C:29]2[C:34](=[CH:33][CH:32]=[CH:31][CH:30]=2)[C:35]2[C:40]1=[CH:39][CH:38]=[CH:37][CH:36]=2)=[O:41]. The yield is 0.430. (2) The reactants are [CH3:1][N:2]([CH3:21])[C:3]1[CH:8]=[CH:7][C:6]([C:9]2[C:17]3[C:12](=[CH:13][CH:14]=[C:15]([C:18]([NH2:20])=O)[CH:16]=3)[NH:11][N:10]=2)=[CH:5][CH:4]=1.COC(OC)[N:25]([CH3:27])C.[NH2:30]N. The catalyst is C(O)(=O)C. The product is [NH:30]1[C:18]([C:15]2[CH:16]=[C:17]3[C:12](=[CH:13][CH:14]=2)[NH:11][N:10]=[C:9]3[C:6]2[CH:7]=[CH:8][C:3]([N:2]([CH3:21])[CH3:1])=[CH:4][CH:5]=2)=[N:20][CH:27]=[N:25]1. The yield is 0.293. (3) The reactants are [N:1]1[S:5][N:4]=[C:3]2[C:6]([S:10]([NH:13][C:14]3[CH:35]=[C:34]([Cl:36])[CH:33]=[CH:32][C:15]=3[C:16]([NH:18][C@@H:19]([CH2:23][C:24]3[CH:29]=[CH:28][C:27]([Cl:30])=[C:26]([Cl:31])[CH:25]=3)[C:20](O)=[O:21])=[O:17])(=[O:12])=[O:11])=[CH:7][CH:8]=[CH:9][C:2]=12.[F:37][C:38]1[CH:45]=[CH:44][C:41]([CH2:42][NH2:43])=[CH:40][CH:39]=1. No catalyst specified. The product is [N:1]1[S:5][N:4]=[C:3]2[C:6]([S:10]([NH:13][C:14]3[CH:35]=[C:34]([Cl:36])[CH:33]=[CH:32][C:15]=3[C:16]([NH:18][C@H:19]([C:20](=[O:21])[NH:43][CH2:42][C:41]3[CH:44]=[CH:45][C:38]([F:37])=[CH:39][CH:40]=3)[CH2:23][C:24]3[CH:29]=[CH:28][C:27]([Cl:30])=[C:26]([Cl:31])[CH:25]=3)=[O:17])(=[O:12])=[O:11])=[CH:7][CH:8]=[CH:9][C:2]=12. The yield is 0.460.